Dataset: HIV replication inhibition screening data with 41,000+ compounds from the AIDS Antiviral Screen. Task: Binary Classification. Given a drug SMILES string, predict its activity (active/inactive) in a high-throughput screening assay against a specified biological target. (1) The molecule is COc1cc(-c2ccc(N=Nc3cc(S(=O)(=O)O)c4ccccc4c3O)c(OC)c2)ccc1N=Nc1cc(S(=O)(=O)O)c2ccccc2c1O.[NaH]. The result is 0 (inactive). (2) The drug is CC1(C)N[C-](C(=O)c2ccccc2)[N+](=O)C1(O)c1ccccc1. The result is 0 (inactive). (3) The compound is O=C1C(=O)N(C(=O)c2ccc(Cl)c(Cl)c2)c2ccc(Cl)cc21. The result is 0 (inactive). (4) The molecule is O=C(O)c1cc(N=Nc2cccc([N+](=O)[O-])c2)ccc1O. The result is 0 (inactive). (5) The compound is C=CCC12C=C(OC)C(O)C(OC)(C(c3cc(OC)c4c(c3)OCO4)C1C)C2OC(C)=O. The result is 0 (inactive).